Task: Regression. Given a peptide amino acid sequence and an MHC pseudo amino acid sequence, predict their binding affinity value. This is MHC class II binding data.. Dataset: Peptide-MHC class II binding affinity with 134,281 pairs from IEDB The peptide sequence is SRAEVSYVHVNGAKF. The MHC is HLA-DPA10301-DPB10402 with pseudo-sequence HLA-DPA10301-DPB10402. The binding affinity (normalized) is 0.273.